This data is from Forward reaction prediction with 1.9M reactions from USPTO patents (1976-2016). The task is: Predict the product of the given reaction. Given the reactants [O:1]1[CH:5]=[CH:4][N:3]=[C:2]1[C:6]1[CH:7]=[C:8]([C:24]([O:26]C)=[O:25])[C:9]2[CH2:10][CH2:11][N:12]([CH:17]([CH2:21][CH2:22][CH3:23])[CH2:18][CH2:19][CH3:20])[C:13](=[O:16])[C:14]=2[CH:15]=1.[OH-].[Na+], predict the reaction product. The product is: [O:1]1[CH:5]=[CH:4][N:3]=[C:2]1[C:6]1[CH:7]=[C:8]([C:24]([OH:26])=[O:25])[C:9]2[CH2:10][CH2:11][N:12]([CH:17]([CH2:18][CH2:19][CH3:20])[CH2:21][CH2:22][CH3:23])[C:13](=[O:16])[C:14]=2[CH:15]=1.